This data is from Forward reaction prediction with 1.9M reactions from USPTO patents (1976-2016). The task is: Predict the product of the given reaction. (1) Given the reactants [Cl:1][C:2]1[CH:3]=[C:4]([NH:15][C:16]2[C:25]3[C:20](=[CH:21][C:22]([CH:26]=[CH:27][CH2:28][CH2:29]OS(C4C=CC(C)=CC=4)(=O)=O)=[CH:23][CH:24]=3)[N:19]=[CH:18][C:17]=2[C:41]#[N:42])[CH:5]=[CH:6][C:7]=1[S:8][C:9]1[N:10]([CH3:14])[CH:11]=[CH:12][N:13]=1.[NH:43]1[CH2:48][CH2:47][CH2:46][CH2:45][CH2:44]1, predict the reaction product. The product is: [Cl:1][C:2]1[CH:3]=[C:4]([NH:15][C:16]2[C:25]3[C:24](=[CH:23][C:22](/[CH:26]=[CH:27]/[CH2:28][CH2:29][N:43]4[CH2:48][CH2:47][CH2:46][CH2:45][CH2:44]4)=[CH:21][CH:20]=3)[N:42]=[CH:41][C:17]=2[C:18]#[N:19])[CH:5]=[CH:6][C:7]=1[S:8][C:9]1[N:10]([CH3:14])[CH:11]=[CH:12][N:13]=1. (2) Given the reactants [Cl:1][C:2]1[CH:14]=[N:13][C:5]2[NH:6][C:7]3[CH2:12][CH2:11][NH:10][CH2:9][C:8]=3[C:4]=2[CH:3]=1.Cl.Cl[CH2:17][CH2:18][N:19]1[CH2:24][CH2:23][O:22][CH2:21][CH2:20]1.C([O-])([O-])=O.[K+].[K+].[Na+].[I-], predict the reaction product. The product is: [Cl:1][C:2]1[CH:14]=[N:13][C:5]2[NH:6][C:7]3[CH2:12][CH2:11][N:10]([CH2:17][CH2:18][N:19]4[CH2:24][CH2:23][O:22][CH2:21][CH2:20]4)[CH2:9][C:8]=3[C:4]=2[CH:3]=1.